This data is from Full USPTO retrosynthesis dataset with 1.9M reactions from patents (1976-2016). The task is: Predict the reactants needed to synthesize the given product. The reactants are: [N+:1]([C:4]1[CH:5]=[C:6]2[C:10](=[CH:11][CH:12]=1)[CH2:9][CH:8]([OH:13])[CH2:7]2)([O-:3])=[O:2].[C:14]([O-])([O-])=O.[K+].[K+]. Given the product [CH3:14][O:13][CH:8]1[CH2:7][C:6]2[C:10](=[CH:11][CH:12]=[C:4]([N+:1]([O-:3])=[O:2])[CH:5]=2)[CH2:9]1, predict the reactants needed to synthesize it.